From a dataset of Reaction yield outcomes from USPTO patents with 853,638 reactions. Predict the reaction yield, written as a fraction of the theoretical maximum amount of product (1.0 means a 100% yield; for example, 0.34 means a 34% yield). (1) The reactants are [CH2:1]([O:3][C:4](=[O:34])[CH2:5][O:6][C:7]1[CH:12]=[CH:11][C:10]([CH2:13][CH2:14][C:15]2[N:19]([CH2:20][CH2:21][CH3:22])[C:18](=[O:23])[N:17]([C:24]3[CH:29]=[CH:28][C:27]([C:30]([F:33])([F:32])[F:31])=[CH:26][CH:25]=3)[N:16]=2)=[CH:9][CH:8]=1)[CH3:2].[I:35]I. The catalyst is S([O-])([O-])(=O)=O.[Ag+2].C(O)C. The product is [CH2:1]([O:3][C:4](=[O:34])[CH2:5][O:6][C:7]1[CH:12]=[CH:11][C:10]([CH2:13][CH2:14][C:15]2[N:19]([CH2:20][CH2:21][CH3:22])[C:18](=[O:23])[N:17]([C:24]3[CH:29]=[CH:28][C:27]([C:30]([F:31])([F:32])[F:33])=[CH:26][CH:25]=3)[N:16]=2)=[CH:9][C:8]=1[I:35])[CH3:2]. The yield is 0.950. (2) The reactants are [C:1]([N:4]1[C:13]2[C:8](=[CH:9][C:10]([C:14]3[CH:22]=[CH:21][C:17]([C:18]([O-:20])=[O:19])=[CH:16][CH:15]=3)=[CH:11][CH:12]=2)[C@H:7]([NH:23][C:24]2[CH:29]=[CH:28][CH:27]=[CH:26][N:25]=2)[CH2:6][C@@H:5]1[CH3:30])(=[O:3])[CH3:2].[Li+].CN(C(ON1N=NC2C=CC=NC1=2)=[N+](C)C)C.F[P-](F)(F)(F)(F)F.CCN(C(C)C)C(C)C.[NH:65]1[CH2:70][CH2:69][O:68][CH2:67][CH2:66]1. The catalyst is CN(C=O)C.O. The product is [CH:18]([OH:20])=[O:19].[CH3:30][C@H:5]1[CH2:6][C@@H:7]([NH:23][C:24]2[CH:29]=[CH:28][CH:27]=[CH:26][N:25]=2)[C:8]2[C:13](=[CH:12][CH:11]=[C:10]([C:14]3[CH:22]=[CH:21][C:17]([C:18]([N:65]4[CH2:70][CH2:69][O:68][CH2:67][CH2:66]4)=[O:20])=[CH:16][CH:15]=3)[CH:9]=2)[N:4]1[C:1](=[O:3])[CH3:2]. The yield is 0.100.